This data is from Full USPTO retrosynthesis dataset with 1.9M reactions from patents (1976-2016). The task is: Predict the reactants needed to synthesize the given product. (1) Given the product [CH3:19][CH2:18][O:17][C:12]([C:13]1([CH3:15])[NH:3][CH:4]([C:7]([OH:9])=[O:8])[CH2:5][S:6]1)=[O:16], predict the reactants needed to synthesize it. The reactants are: O.Cl.[NH2:3][C@H:4]([C:7]([OH:9])=[O:8])[CH2:5][SH:6].[OH-].[Na+].[C:12]([O:17][CH2:18][CH3:19])(=[O:16])[C:13]([CH3:15])=O. (2) The reactants are: [F:1][C:2]1[CH:26]=[CH:25][C:5]2[CH:6]([C:11]3[C:19]4[C:14](=[CH:15][CH:16]=[CH:17][CH:18]=4)[N:13]([CH2:20][C:21]([OH:23])=[O:22])[C:12]=3[CH3:24])[NH:7][S:8](=[O:10])(=[O:9])[C:4]=2[CH:3]=1.[CH:27]1[CH:32]=[CH:31][C:30]([CH2:33][CH2:34]Br)=[CH:29][CH:28]=1. Given the product [F:1][C:2]1[CH:26]=[CH:25][C:5]2[CH:6]([C:11]3[C:19]4[C:14](=[CH:15][CH:16]=[CH:17][CH:18]=4)[N:13]([CH2:20][C:21]([OH:23])=[O:22])[C:12]=3[CH3:24])[N:7]([CH2:34][CH2:33][C:30]3[CH:31]=[CH:32][CH:27]=[CH:28][CH:29]=3)[S:8](=[O:10])(=[O:9])[C:4]=2[CH:3]=1, predict the reactants needed to synthesize it. (3) Given the product [Br:12][C:13]1[CH:18]=[CH:17][C:16]([C:19]2([C:20]#[N:21])[CH2:9][CH2:8][N:4]([CH3:3])[CH2:5][CH2:6]2)=[CH:15][CH:14]=1, predict the reactants needed to synthesize it. The reactants are: [H-].[Na+].[CH3:3][N:4]([CH2:8][CH2:9]Cl)[CH2:5][CH2:6]Cl.Cl.[Br:12][C:13]1[CH:18]=[CH:17][C:16]([CH2:19][C:20]#[N:21])=[CH:15][CH:14]=1. (4) Given the product [C:2]1([CH:8]([CH3:10])[CH3:9])[CH:7]=[CH:6][CH:5]=[CH:4][CH:3]=1, predict the reactants needed to synthesize it. The reactants are: O.[CH:2]1[CH:7]=[CH:6][CH:5]=[CH:4][CH:3]=1.[CH:8](O)([CH3:10])[CH3:9]. (5) Given the product [CH2:10]([N:3]1[CH2:8][CH2:7][CH2:6][CH2:5][C:4]1=[O:9])[C:11]1[CH:16]=[CH:15][CH:14]=[CH:13][CH:12]=1, predict the reactants needed to synthesize it. The reactants are: [H-].[Na+].[NH:3]1[CH2:8][CH2:7][CH2:6][CH2:5][C:4]1=[O:9].[CH2:10](Br)[C:11]1[CH:16]=[CH:15][CH:14]=[CH:13][CH:12]=1.O. (6) Given the product [CH2:16]([C:15]([C:12]1[CH:13]=[CH:14][C:9]([NH:8][C:7]([CH2:6][CH2:5][CH2:4][C:3]([OH:37])=[O:2])=[O:36])=[C:10]([CH3:35])[CH:11]=1)([C:18]1[CH:23]=[CH:22][C:21]([CH2:24][CH2:25][CH:26]([OH:31])[C:27]([CH3:29])([CH3:30])[CH3:28])=[C:20]([CH3:32])[CH:19]=1)[CH2:33][CH3:34])[CH3:17], predict the reactants needed to synthesize it. The reactants are: C[O:2][C:3](=[O:37])[CH2:4][CH2:5][CH2:6][C:7](=[O:36])[NH:8][C:9]1[CH:14]=[CH:13][C:12]([C:15]([CH2:33][CH3:34])([C:18]2[CH:23]=[CH:22][C:21]([CH2:24][CH2:25][CH:26]([OH:31])[C:27]([CH3:30])([CH3:29])[CH3:28])=[C:20]([CH3:32])[CH:19]=2)[CH2:16][CH3:17])=[CH:11][C:10]=1[CH3:35].[OH-].[Na+].Cl.C(Cl)Cl. (7) Given the product [Cl:8][C:6]1[CH:5]=[C:4]([C:9]2([C:34]([F:35])([F:37])[F:36])[O:13][N:12]=[C:11]([C:14]3[CH:19]=[CH:18][C:17]([C:20]([N:22]4[CH2:23][C:24](=[O:29])[N:25]([CH2:50][C:51]([F:54])([F:53])[F:52])[C:26](=[O:28])[CH2:27]4)=[O:21])=[C:16]([C:30]([F:33])([F:32])[F:31])[CH:15]=3)[CH2:10]2)[CH:3]=[C:2]([Cl:1])[CH:7]=1, predict the reactants needed to synthesize it. The reactants are: [Cl:1][C:2]1[CH:3]=[C:4]([C:9]2([C:34]([F:37])([F:36])[F:35])[O:13][N:12]=[C:11]([C:14]3[CH:19]=[CH:18][C:17]([C:20]([N:22]4[CH2:27][C:26](=[O:28])[NH:25][C:24](=[O:29])[CH2:23]4)=[O:21])=[C:16]([C:30]([F:33])([F:32])[F:31])[CH:15]=3)[CH2:10]2)[CH:5]=[C:6]([Cl:8])[CH:7]=1.C([O-])([O-])=O.[K+].[K+].FC(F)(F)S(O[CH2:50][C:51]([F:54])([F:53])[F:52])(=O)=O.